This data is from Reaction yield outcomes from USPTO patents with 853,638 reactions. The task is: Predict the reaction yield, written as a fraction of the theoretical maximum amount of product (1.0 means a 100% yield; for example, 0.34 means a 34% yield). (1) The reactants are [C:1](=[O:6])([O:4]C)[O:2][CH3:3].[CH3:7][N:8]([CH3:10])[CH3:9].[CH3:11]O. No catalyst specified. The product is [CH3:3][O:2][C:1](=[O:4])[O-:6].[CH3:7][N+:8]([CH3:11])([CH3:10])[CH3:9]. The yield is 0.802. (2) The reactants are C(OP([CH2:9][C:10]([O:12][CH2:13][CH3:14])=[O:11])(OCC)=O)C.[H-].[Na+].[F:17][C:18]1[CH:25]=[C:24]([O:26][CH3:27])[CH:23]=[C:22]([F:28])[C:19]=1[CH:20]=O. The catalyst is O1CCCC1.C(OCC)(=O)C. The product is [F:17][C:18]1[CH:25]=[C:24]([O:26][CH3:27])[CH:23]=[C:22]([F:28])[C:19]=1/[CH:20]=[CH:9]/[C:10]([O:12][CH2:13][CH3:14])=[O:11]. The yield is 0.520. (3) The reactants are [C:1]([NH:4][C:5]1[CH:32]=[CH:31][C:8]([C:9]([NH:11][C:12]2[N:21]3[CH2:22][CH2:23][N:24]=[C:20]3[C:19]3[CH:18]=[CH:17][C:16]([N:25]4[CH2:30][CH2:29][O:28][CH2:27][CH2:26]4)=[CH:15][C:14]=3[N:13]=2)=[O:10])=[CH:7][N:6]=1)(=[O:3])[CH3:2].[ClH:33]. The catalyst is O1CCOCC1. The product is [ClH:33].[C:1]([NH:4][C:5]1[CH:32]=[CH:31][C:8]([C:9]([NH:11][C:12]2[N:21]3[CH2:22][CH2:23][N:24]=[C:20]3[C:19]3[CH:18]=[CH:17][C:16]([N:25]4[CH2:30][CH2:29][O:28][CH2:27][CH2:26]4)=[CH:15][C:14]=3[N:13]=2)=[O:10])=[CH:7][N:6]=1)(=[O:3])[CH3:2]. The yield is 0.780. (4) The reactants are [NH2:1][C:2]1[CH:14]=[CH:13][C:5]([C:6]([O:8][C:9]([CH3:12])([CH3:11])[CH3:10])=[O:7])=[CH:4][CH:3]=1.C(N(CC)CC)C.[Cl-].ClC1N(C)CC[NH+]1C.[CH3:31][O:32][C:33]1[C:34](=[O:57])[C:35]([CH3:56])=[C:36]([CH2:42][C:43]2[CH:44]=[CH:45][C:46]([O:52][C:53](=[O:55])[CH3:54])=[C:47]([CH:51]=2)[C:48](O)=[O:49])[C:37](=[O:41])[C:38]=1[O:39][CH3:40]. The catalyst is C(Cl)Cl. The product is [CH3:31][O:32][C:33]1[C:34](=[O:57])[C:35]([CH3:56])=[C:36]([CH2:42][C:43]2[CH:44]=[CH:45][C:46]([O:52][C:53](=[O:55])[CH3:54])=[C:47]([CH:51]=2)[C:48]([NH:1][C:2]2[CH:14]=[CH:13][C:5]([C:6]([O:8][C:9]([CH3:10])([CH3:11])[CH3:12])=[O:7])=[CH:4][CH:3]=2)=[O:49])[C:37](=[O:41])[C:38]=1[O:39][CH3:40]. The yield is 0.570. (5) The reactants are [NH:1]1[CH2:5][CH2:4][C:3]2([CH2:10][CH:9]3[CH2:11][N:6]2[CH2:7][CH2:8]3)[CH2:2]1.C1(P(C2C=CC=CC=2)C2C=CC3C(=CC=CC=3)C=2C2C3C(=CC=CC=3)C=CC=2P(C2C=CC=CC=2)C2C=CC=CC=2)C=CC=CC=1.CC(C)([O-])C.[K+].Br[C:65]1[CH:66]=[C:67]([O:71][CH2:72][CH3:73])[CH:68]=[N:69][CH:70]=1. The catalyst is C1(C)C=CC=CC=1. The product is [CH2:72]([O:71][C:67]1[CH:66]=[C:65]([N:1]2[CH2:5][CH2:4][C:3]3([CH2:10][CH:9]4[CH2:11][N:6]3[CH2:7][CH2:8]4)[CH2:2]2)[CH:70]=[N:69][CH:68]=1)[CH3:73]. The yield is 0.270.